Task: Regression. Given a peptide amino acid sequence and an MHC pseudo amino acid sequence, predict their binding affinity value. This is MHC class II binding data.. Dataset: Peptide-MHC class II binding affinity with 134,281 pairs from IEDB (1) The peptide sequence is AAKEDFLGCLVKEIP. The MHC is HLA-DQA10102-DQB10602 with pseudo-sequence HLA-DQA10102-DQB10602. The binding affinity (normalized) is 0.0468. (2) The peptide sequence is SVIDCNTCVTQTVDFSLDPT. The MHC is DRB5_0101 with pseudo-sequence DRB5_0101. The binding affinity (normalized) is 0. (3) The peptide sequence is LKRGEITHHAVSRGSAK. The MHC is DRB3_0101 with pseudo-sequence DRB3_0101. The binding affinity (normalized) is 0.175. (4) The peptide sequence is RADEINAIFEENEVD. The MHC is HLA-DQA10201-DQB10301 with pseudo-sequence HLA-DQA10201-DQB10301. The binding affinity (normalized) is 0. (5) The peptide sequence is GELQIVDKIDLAFKI. The MHC is DRB1_0401 with pseudo-sequence DRB1_0401. The binding affinity (normalized) is 0.526.